From a dataset of Reaction yield outcomes from USPTO patents with 853,638 reactions. Predict the reaction yield, written as a fraction of the theoretical maximum amount of product (1.0 means a 100% yield; for example, 0.34 means a 34% yield). (1) The reactants are [F:1][C:2]1[CH:7]=[C:6]([Si](C)(C)C)[CH:5]=[CH:4][C:3]=1[NH:12][C:13]1[C:14]([N+:24]([O-:26])=[O:25])=[C:15]2[S:23][CH2:22][CH2:21][N:16]2[C:17](=[O:20])[C:18]=1[CH3:19].[I:27]Cl.C(OC(=O)C)C. The catalyst is C(Cl)Cl.CCCCCC.F[B-](F)(F)F.[Ag+]. The product is [F:1][C:2]1[CH:7]=[C:6]([I:27])[CH:5]=[CH:4][C:3]=1[NH:12][C:13]1[C:14]([N+:24]([O-:26])=[O:25])=[C:15]2[S:23][CH2:22][CH2:21][N:16]2[C:17](=[O:20])[C:18]=1[CH3:19]. The yield is 0.800. (2) The reactants are CO[C:3](=[O:24])[C:4]1[CH:9]=[CH:8][C:7]([O:10][CH2:11][C:12]2[C:13]([C:17]3[CH:22]=[CH:21][C:20]([F:23])=[CH:19][CH:18]=3)=[N:14][O:15][CH:16]=2)=[N:6][CH:5]=1.COC(=O)C1C=CC(OCC2C(C3C=CC=CC=3)=NOC=2C)=NC=1.[NH2:49][CH:50]([CH3:53])[CH2:51][OH:52]. No catalyst specified. The product is [F:23][C:20]1[CH:19]=[CH:18][C:17]([C:13]2[C:12]([CH2:11][O:10][C:7]3[CH:8]=[CH:9][C:4]([C:3]([NH:49][CH:50]([CH3:53])[CH2:51][OH:52])=[O:24])=[CH:5][N:6]=3)=[CH:16][O:15][N:14]=2)=[CH:22][CH:21]=1. The yield is 0.710. (3) The reactants are [S:1]([C:4]1[CH:20]=[CH:19][C:7]([NH:8][S:9]([C:12]2[CH:17]=[CH:16][C:15]([CH3:18])=[CH:14][CH:13]=2)(=[O:11])=[O:10])=[CH:6][CH:5]=1)[C:2]#[N:3].[N+:21]([O-])([OH:23])=[O:22].O. The catalyst is C(O)(=O)C. The product is [N+:21]([C:6]1[CH:5]=[C:4]([S:1][C:2]#[N:3])[CH:20]=[CH:19][C:7]=1[NH:8][S:9]([C:12]1[CH:17]=[CH:16][C:15]([CH3:18])=[CH:14][CH:13]=1)(=[O:11])=[O:10])([O-:23])=[O:22]. The yield is 0.990.